This data is from Reaction yield outcomes from USPTO patents with 853,638 reactions. The task is: Predict the reaction yield, written as a fraction of the theoretical maximum amount of product (1.0 means a 100% yield; for example, 0.34 means a 34% yield). (1) The reactants are [Cl:1][C:2]1[CH:7]=[CH:6][C:5]([CH2:8][C:9]#[N:10])=[CH:4][C:3]=1[OH:11].C([O-])([O-])=O.[K+].[K+].[CH:18]1[CH:23]=[CH:22][C:21]([CH2:24]Br)=[CH:20][CH:19]=1. The catalyst is CC#N. The product is [CH2:24]([O:11][C:3]1[CH:4]=[C:5]([CH2:8][C:9]#[N:10])[CH:6]=[CH:7][C:2]=1[Cl:1])[C:21]1[CH:22]=[CH:23][CH:18]=[CH:19][CH:20]=1. The yield is 0.600. (2) The reactants are [C:1]([C:3]1[C:4]([CH3:15])=[N:5][S:6][C:7]=1[NH:8][C:9](=[O:14])[CH2:10][CH:11]([CH3:13])[CH3:12])#[N:2].[OH:16]O. The catalyst is [NH4+].[OH-]. The product is [CH3:15][C:4]1[C:3]([C:1]([NH2:2])=[O:16])=[C:7]([NH:8][C:9](=[O:14])[CH2:10][CH:11]([CH3:13])[CH3:12])[S:6][N:5]=1. The yield is 0.710. (3) The reactants are [N+:1]([C:4]1[CH:13]=[CH:12][C:7]([C:8]([O:10][CH3:11])=[O:9])=[CH:6][C:5]=1[C:14](=[O:25])[NH:15][C:16]([C:19]1[CH:24]=[CH:23][CH:22]=[CH:21][CH:20]=1)([CH3:18])[CH3:17])([O-])=O. The catalyst is CO.C(OCC)(=O)C.[Pd]. The product is [NH2:1][C:4]1[CH:13]=[CH:12][C:7]([C:8]([O:10][CH3:11])=[O:9])=[CH:6][C:5]=1[C:14](=[O:25])[NH:15][C:16]([C:19]1[CH:20]=[CH:21][CH:22]=[CH:23][CH:24]=1)([CH3:18])[CH3:17]. The yield is 0.990. (4) The reactants are [Li].ClC1C=CC=CC=1C.Br[C:11]1[CH:16]=[CH:15][C:14]([C:17]2[O:18][CH:19]=[N:20][N:21]=2)=[CH:13][CH:12]=1.C([Li])CCCCC.C[O:30][B:31](OC)[O:32]C. The catalyst is C1COCC1.C1(C2C=CC=CC=2)C=CC=CC=1.CC(C)CC(=O)C.CO. The product is [O:18]1[CH:19]=[N:20][N:21]=[C:17]1[C:14]1[CH:15]=[CH:16][C:11]([B:31]([OH:32])[OH:30])=[CH:12][CH:13]=1. The yield is 0.600. (5) The reactants are [CH2:1]([O:8][C:9]1[CH:14]=[CH:13][C:12]([C:15](=[O:17])[CH3:16])=[CH:11][CH:10]=1)[C:2]1[CH:7]=[CH:6][CH:5]=[CH:4][CH:3]=1.BrBr. The catalyst is CO. The product is [CH2:1]([O:8][C:9]1[CH:10]=[CH:11][C:12]([C:15](=[O:17])[CH2:16][CH2:1][C:2]2[CH:7]=[CH:6][CH:5]=[CH:4][CH:3]=2)=[CH:13][CH:14]=1)[C:2]1[CH:3]=[CH:4][CH:5]=[CH:6][CH:7]=1. The yield is 0.890. (6) The reactants are [CH3:1][C:2]1[CH:6]=[C:5]([CH3:7])[NH:4][C:3]=1[CH:8]=[O:9].[Cl:10][C:11]1[CH:18]=[C:17]([Cl:19])[CH:16]=[CH:15][C:12]=1[CH2:13]Cl.CN(C)C=O.[H-].[Na+]. The catalyst is O. The product is [Cl:10][C:11]1[CH:18]=[C:17]([Cl:19])[CH:16]=[CH:15][C:12]=1[CH2:13][N:4]1[C:5]([CH3:7])=[CH:6][C:2]([CH3:1])=[C:3]1[CH:8]=[O:9]. The yield is 0.650. (7) The reactants are C(OC([NH:11][C:12]1[C:21]2[N:22]=[C:23]([CH2:48][O:49][CH2:50][CH3:51])[N:24]([CH2:25][C:26]([O:29][C:30](=[O:47])[CH2:31][N:32](CC3C=CC=CC=3)CC3C=CC=CC=3)([CH3:28])[CH3:27])[C:20]=2[C:19]2[CH:18]=[CH:17][C:16]([CH2:52][CH2:53][C:54]([O:56][CH2:57][CH3:58])=[O:55])=[CH:15][C:14]=2[N:13]=1)=O)C1C=CC=CC=1. The catalyst is [Pd].C(OCC)(=O)C. The product is [NH2:11][C:12]1[C:21]2[N:22]=[C:23]([CH2:48][O:49][CH2:50][CH3:51])[N:24]([CH2:25][C:26]([O:29][C:30](=[O:47])[CH2:31][NH2:32])([CH3:28])[CH3:27])[C:20]=2[C:19]2[CH:18]=[CH:17][C:16]([CH2:52][CH2:53][C:54]([O:56][CH2:57][CH3:58])=[O:55])=[CH:15][C:14]=2[N:13]=1. The yield is 0.0500.